Dataset: Experimentally validated miRNA-target interactions with 360,000+ pairs, plus equal number of negative samples. Task: Binary Classification. Given a miRNA mature sequence and a target amino acid sequence, predict their likelihood of interaction. (1) The miRNA is hsa-miR-5189-3p with sequence UGCCAACCGUCAGAGCCCAGA. The protein sequence of the target gene is MGDWMTVTDPGLSSESKTISQYTSETKMSPSSLYSQQVLCSSIPLSKNVHSFFSAFCTEDNIEQSISYLDQELTTFGFPSLYEESKGKETKRELNIVAVLNCMNELLVLQRKNLLAQENVETQNLKLGSDMDHLQSCYSKLKEQLETSRREMIGLQERDRQLQCKNRNLHQLLKNEKDEVQKLQNIIASRATQYNHDMKRKEREYNKLKERLHQLVMNKKDKKIAMDILNYVGRADGKRGSWRTGKTEARNEDEMYKILLNDYEYRQKQILMENAELKKVLQQMKKEMISLLSPQKKKPR.... Result: 1 (interaction). (2) Result: 1 (interaction). The miRNA is rno-miR-1-3p with sequence UGGAAUGUAAAGAAGUGUGUAU. The protein sequence of the target gene is MGLLSQGSPLSWEETQRHADHVRRHGILQFLHIYHAVKDRHKDVLKWGDEVEYMLVSFDHENRKVQLLLNGGDVLETLQEKGERTNPNHPTLWRPEYGSYMIEGTPGQPYGGTMSEFNTVEDNMRKRRKEATSVLGEHQALCTITSFPRLGCPGFTLPEHRPNPEEGGASKSLFFPDEAINKHPRFGTLTRNIRHRRGEKVVINVPIFKDKNTPSPFVETFPEDEEASKASKPDHIYMDAMGFGMGNCCLQVTFQACSISEARYLYDQLATICPIVMALSAASPFYRGYVSDIDCRWGVI.... (3) The miRNA is hsa-miR-4438 with sequence CACAGGCUUAGAAAAGACAGU. The protein sequence of the target gene is MDFLNHNYLSARASYDYTFNFWNDYLGLSTLVTKNSKHSVPQNPNSITESLKATLGLDDSPPCPCVMGEGDSGGHLDSCCCPPPASISILDLKERFSILSPFQNQNQGSLLSSSQEREIGIGGGFAGFDLFGVERKMRKPAARNKQEPKICVFCRNNGAPEEVYGSHVLKTPDGRVVCPILRAYTCPLCSANGDNAHTIKYCPLSKDQPAQRVLKGGRAVGGKRVKIF. Result: 0 (no interaction). (4) Result: 0 (no interaction). The protein sequence of the target gene is MAAPCLLRQGRAGALKTMLQEAQVFRGLASTVSLSAESGKSEKGQPQNSKKQSPPKKPAPVPAEPFDNTTYKNLQHHDYSTYTFLDLNLELSKFRMPQPSSGRESPRH. The miRNA is hsa-miR-106b-3p with sequence CCGCACUGUGGGUACUUGCUGC. (5) The miRNA is hsa-miR-4433a-5p with sequence CGUCCCACCCCCCACUCCUGU. Result: 0 (no interaction). The protein sequence of the target gene is MSDGAAARRWGKCGHSCSRESIMVAFKGVWTQAFWKAVSAEFLATLIFVLLGVGSTINWGGSENPLPVDMVLISLCFGLSIATMVQCFGHISGGHINPAVTVAMVCTRKISIAKSVFYIIAQCLGAIIGAGILYLVTPPSVVGGLGVTTVHGNLTAGHGLLVELIITFQLVFTIFASCDSKRTDVTGSIALAIGFSVAIGHLFAINYTGASMNPARSFGPAVIMGNWANHWIYWVGPIMGAVLAGALYEYVFCPDVELKRRLKEAFSKAAQQTKGSYMEVEDNRSQVETEDLILKPGVVH.... (6) The miRNA is hsa-miR-662 with sequence UCCCACGUUGUGGCCCAGCAG. The protein sequence of the target gene is MASSLLEEEAHYGSSPLAMLTAACSKFGGSSPLRDSTTLGKGGTKKPYADLSAPKTMGDAYPAPFSSTNGLLSPAGSPPAPASGYANDYPPFPHSFPGPTGAQDPGLLVPKGHSSSDCLPSVYTSLDMTHPYGSWYKAGIHAGISPGPGNTPTPWWDMHPGGNWLGGGQGQGDGLQGTLSTGPAQPPLNPQLPTYPSDFAPLNPAPYPAPHLLQPGPQHVLPQDVYKPKAVGNSGQLEGSGAAKPPRGAGTGGSGGYAGSGAGRSTCDCPNCQELERLGAAAAGLRKKPIHSCHIPGCGK.... Result: 0 (no interaction). (7) The miRNA is hsa-miR-6082 with sequence GAAUACGUCUGGUUGAUCC. The protein sequence of the target gene is MLLQESAGVWLALALVTALTPSPSMAVPWQDCTGAECPLLENCIEEALEPGACCATCVQQGCACEGYQYYDCVQGGFVDGRVPAGQSYFVDFGSTECSCPPGGGKISCQFMLCPELPPNCIEAVVVADSCPQCGQVGCVHSGRKYAAGHTVHLSSCRACHCPDAGGELICYQLPGCHGNFSDAEEGDSERQYEDPYSYDQEVAEAEATTAIVNEVQAGAEGPPAALGGGNLPPSSIRVTPWPVALPRPTAAAALGPPAPVQAKARRVTLDTEEDEEEEEEETLVTEPPTAGSPGRLDSLP.... Result: 0 (no interaction).